From a dataset of Reaction yield outcomes from USPTO patents with 853,638 reactions. Predict the reaction yield, written as a fraction of the theoretical maximum amount of product (1.0 means a 100% yield; for example, 0.34 means a 34% yield). (1) The reactants are [CH2:1]([O:3][C:4]([C:6]1[N:7]=[C:8]([C:11]2[CH:16]=[CH:15][CH:14]=[CH:13][CH:12]=2)[O:9][CH:10]=1)=[O:5])[CH3:2].[Cl:17]N1C(=O)CCC1=O. The catalyst is S(=O)(=O)(O)O.C(Cl)(Cl)Cl. The product is [CH2:1]([O:3][C:4]([C:6]1[N:7]=[C:8]([C:11]2[CH:16]=[CH:15][CH:14]=[CH:13][CH:12]=2)[O:9][C:10]=1[Cl:17])=[O:5])[CH3:2]. The yield is 0.370. (2) The reactants are [F:1][C:2]1[CH:7]=[CH:6][C:5]([C:8]2[C:16]3[C:11](=[CH:12][CH:13]=[C:14]([CH:17]([OH:25])[CH2:18][C:19]4[CH:24]=[CH:23][CH:22]=[CH:21][CH:20]=4)[CH:15]=3)[N:10]([CH:26]3[CH2:31][CH2:30][CH2:29][CH2:28][O:27]3)[N:9]=2)=[CH:4][CH:3]=1.[Cr](Cl)([O-])(=O)=O.[NH+]1C=CC=CC=1. The catalyst is ClCCl. The product is [F:1][C:2]1[CH:7]=[CH:6][C:5]([C:8]2[C:16]3[C:11](=[CH:12][CH:13]=[C:14]([C:17](=[O:25])[CH2:18][C:19]4[CH:24]=[CH:23][CH:22]=[CH:21][CH:20]=4)[CH:15]=3)[N:10]([CH:26]3[CH2:31][CH2:30][CH2:29][CH2:28][O:27]3)[N:9]=2)=[CH:4][CH:3]=1. The yield is 0.510. (3) The reactants are C(O[C:4]([N:6]1[CH2:11][CH2:10][C:9]([C:19]2[CH:24]=[CH:23][C:22]([Br:25])=[CH:21][CH:20]=2)([C:12]2[CH:17]=[CH:16][C:15]([Cl:18])=[CH:14][CH:13]=2)[CH2:8][CH2:7]1)=O)C.[H-].[Al+3].[Li+].[H-].[H-].[H-]. The catalyst is O1CCCC1. The product is [Br:25][C:22]1[CH:23]=[CH:24][C:19]([C:9]2([C:12]3[CH:13]=[CH:14][C:15]([Cl:18])=[CH:16][CH:17]=3)[CH2:10][CH2:11][N:6]([CH3:4])[CH2:7][CH2:8]2)=[CH:20][CH:21]=1. The yield is 0.990. (4) The reactants are [N:1]([CH2:4][CH:5]1[CH2:9][C:8]2[CH:10]=[C:11]([CH2:20][CH3:21])[CH:12]=[C:13]([C:14]3[CH:19]=[CH:18][CH:17]=[CH:16][CH:15]=3)[C:7]=2[O:6]1)=[N+]=[N-].C1(P(C2C=CC=CC=2)C2C=CC=CC=2)C=CC=CC=1. No catalyst specified. The product is [CH2:20]([C:11]1[CH:12]=[C:13]([C:14]2[CH:19]=[CH:18][CH:17]=[CH:16][CH:15]=2)[C:7]2[O:6][CH:5]([CH2:4][NH2:1])[CH2:9][C:8]=2[CH:10]=1)[CH3:21]. The yield is 0.0400. (5) The reactants are [Cl:1][C:2]1[N:7]=[CH:6][N:5]=[C:4]([NH:8][C@@H:9]2[CH2:13][C@H:12]([CH2:14][OH:15])[C@@H:11]([OH:16])[C@H:10]2[OH:17])[CH:3]=1.O.[C:19]1(C)[CH:24]=CC(S(O)(=O)=O)=C[CH:20]=1.COC(OC)(C)C. The catalyst is CO. The product is [Cl:1][C:2]1[N:7]=[CH:6][N:5]=[C:4]([NH:8][C@H:9]2[C@@H:10]3[O:17][C:19]([CH3:24])([CH3:20])[O:16][C@@H:11]3[C@@H:12]([CH2:14][OH:15])[CH2:13]2)[CH:3]=1. The yield is 0.458. (6) The reactants are O.C1(C)C=CC(S(O)(=O)=O)=CC=1.S(OS(C(F)(F)F)(=O)=O)(C(F)(F)F)(=O)=O.[CH:28]1([C:34]2[C:35]3[CH:36]=[CH:37][C:38]([C:57]([O:59]C)=[O:58])=[CH:39][C:40]=3[N:41]3[C:48]=2[C:47]2[CH:49]=[CH:50][CH:51]=[CH:52][C:46]=2[O:45][CH2:44][C:43]([CH2:55]O)([CH2:53]O)[CH2:42]3)[CH2:33][CH2:32][CH2:31][CH2:30][CH2:29]1.CC[N:63](C(C)C)[CH:64]([CH3:66])[CH3:65].C(N)(C)C. The catalyst is CO.C1COCC1.CC#N.CCOC(C)=O. The product is [CH:28]1([C:34]2[C:35]3[CH:36]=[CH:37][C:38]([C:57]([OH:59])=[O:58])=[CH:39][C:40]=3[N:41]3[C:48]=2[C:47]2[CH:49]=[CH:50][CH:51]=[CH:52][C:46]=2[O:45][CH2:44][C:43]2([CH2:53][N:63]([CH:64]([CH3:66])[CH3:65])[CH2:55]2)[CH2:42]3)[CH2:29][CH2:30][CH2:31][CH2:32][CH2:33]1. The yield is 0.0400.